The task is: Regression. Given two drug SMILES strings and cell line genomic features, predict the synergy score measuring deviation from expected non-interaction effect.. This data is from NCI-60 drug combinations with 297,098 pairs across 59 cell lines. (1) Drug 1: CCCS(=O)(=O)NC1=C(C(=C(C=C1)F)C(=O)C2=CNC3=C2C=C(C=N3)C4=CC=C(C=C4)Cl)F. Drug 2: CN(C(=O)NC(C=O)C(C(C(CO)O)O)O)N=O. Cell line: EKVX. Synergy scores: CSS=-3.79, Synergy_ZIP=0.716, Synergy_Bliss=-2.35, Synergy_Loewe=-4.38, Synergy_HSA=-4.36. (2) Drug 1: C1=CN(C(=O)N=C1N)C2C(C(C(O2)CO)O)O.Cl. Drug 2: CN1C2=C(C=C(C=C2)N(CCCl)CCCl)N=C1CCCC(=O)O.Cl. Cell line: 786-0. Synergy scores: CSS=30.1, Synergy_ZIP=4.05, Synergy_Bliss=4.40, Synergy_Loewe=-20.5, Synergy_HSA=3.51. (3) Cell line: K-562. Synergy scores: CSS=53.9, Synergy_ZIP=-6.75, Synergy_Bliss=-4.80, Synergy_Loewe=-1.72, Synergy_HSA=3.06. Drug 1: C1=CC(=C2C(=C1NCCNCCO)C(=O)C3=C(C=CC(=C3C2=O)O)O)NCCNCCO. Drug 2: C1C(C(OC1N2C=C(C(=O)NC2=O)F)CO)O. (4) Drug 1: C1=NC2=C(N=C(N=C2N1C3C(C(C(O3)CO)O)F)Cl)N. Drug 2: B(C(CC(C)C)NC(=O)C(CC1=CC=CC=C1)NC(=O)C2=NC=CN=C2)(O)O. Cell line: SR. Synergy scores: CSS=53.8, Synergy_ZIP=5.38, Synergy_Bliss=4.72, Synergy_Loewe=2.94, Synergy_HSA=4.04. (5) Drug 1: C1CN(P(=O)(OC1)NCCCl)CCCl. Drug 2: CC1CCCC2(C(O2)CC(NC(=O)CC(C(C(=O)C(C1O)C)(C)C)O)C(=CC3=CSC(=N3)C)C)C. Cell line: BT-549. Synergy scores: CSS=53.1, Synergy_ZIP=5.64, Synergy_Bliss=5.10, Synergy_Loewe=-31.2, Synergy_HSA=2.28.